Dataset: Catalyst prediction with 721,799 reactions and 888 catalyst types from USPTO. Task: Predict which catalyst facilitates the given reaction. (1) The catalyst class is: 5. Product: [Cl:1][C:2]1[C:10]2[CH:9]=[C:8]([C:11]3[CH2:12][C:13]([C:18]4[CH:23]=[C:22]([Cl:24])[CH:21]=[C:20]([Cl:25])[CH:19]=4)([C:14]([F:17])([F:16])[F:15])[O:27][N:29]=3)[S:7][C:6]=2[CH:5]=[CH:4][CH:3]=1. Reactant: [Cl:1][C:2]1[C:10]2[CH:9]=[C:8]([C:11](=O)[CH:12]=[C:13]([C:18]3[CH:23]=[C:22]([Cl:24])[CH:21]=[C:20]([Cl:25])[CH:19]=3)[C:14]([F:17])([F:16])[F:15])[S:7][C:6]=2[CH:5]=[CH:4][CH:3]=1.[OH-:27].[Na+].[NH2:29]O.Cl.O. (2) Reactant: [CH2:1]([S:3][C:4]1[CH:9]=[CH:8][C:7]([C@@H:10]([NH:13][S@@:14]([C:16]([CH3:19])([CH3:18])[CH3:17])=[O:15])[CH2:11][OH:12])=[CH:6][CH:5]=1)[CH3:2].[H-].[Na+].I[CH3:23]. Product: [CH2:1]([S:3][C:4]1[CH:5]=[CH:6][C:7]([C@@H:10]([NH:13][S@@:14]([C:16]([CH3:18])([CH3:17])[CH3:19])=[O:15])[CH2:11][O:12][CH3:23])=[CH:8][CH:9]=1)[CH3:2]. The catalyst class is: 1. (3) Product: [Cl:1][C:2]1[N:10]=[C:9]2[C:5]([N:6]=[CH:7][N:8]2[CH2:17][CH:14]2[CH2:15][CH2:16][O:12][CH2:13]2)=[C:4]([Cl:11])[N:3]=1. The catalyst class is: 7. Reactant: [Cl:1][C:2]1[N:10]=[C:9]2[C:5]([NH:6][CH:7]=[N:8]2)=[C:4]([Cl:11])[N:3]=1.[O:12]1[CH2:16][CH2:15][CH:14]([CH2:17]O)[CH2:13]1.C1(P(C2C=CC=CC=2)C2C=CC=CC=2)C=CC=CC=1.N(C(OC(C)C)=O)=NC(OC(C)C)=O. (4) Reactant: [CH:1]1([CH2:4][O:5][C:6]2[CH:25]=[CH:24][C:9]([C:10]([NH:12][CH:13]3[CH2:22][CH2:21][C:16]4([O:20][CH2:19][CH2:18][O:17]4)[CH2:15][CH:14]3O)=[O:11])=[CH:8][C:7]=2[F:26])[CH2:3][CH2:2]1.C(N(CC)CC)C.O. Product: [CH:1]1([CH2:4][O:5][C:6]2[CH:25]=[CH:24][C:9]([C:10]3[O:11][C:22]4[CH2:21][C:16]5([O:20][CH2:19][CH2:18][O:17]5)[CH2:15][CH2:14][C:13]=4[N:12]=3)=[CH:8][C:7]=2[F:26])[CH2:2][CH2:3]1. The catalyst class is: 16. (5) Reactant: CS(C)=O.[F:5][C:6]1[CH:11]=[CH:10][C:9]([C:12]2[C:16]([C:17]3[CH:22]=[CH:21][N:20]=[C:19]([NH:23][CH2:24][C:25]([F:28])([F:27])[F:26])[CH:18]=3)=[CH:15][N:14]([C:29]3[CH:34]=[CH:33][C:32](=[O:35])[NH:31][N:30]=3)[N:13]=2)=[CH:8][CH:7]=1.[S:36](=[O:40])(=[O:39])([OH:38])[OH:37]. Product: [S:36]([OH:40])([OH:39])(=[O:38])=[O:37].[F:5][C:6]1[CH:7]=[CH:8][C:9]([C:12]2[C:16]([C:17]3[CH:22]=[CH:21][N:20]=[C:19]([NH:23][CH2:24][C:25]([F:27])([F:26])[F:28])[CH:18]=3)=[CH:15][N:14]([C:29]3[CH:34]=[CH:33][C:32](=[O:35])[NH:31][N:30]=3)[N:13]=2)=[CH:10][CH:11]=1. The catalyst class is: 13. (6) Reactant: C([O:3][C:4](=O)[NH:5][CH:6]1[CH2:15][CH2:14][C:13]2[C:8](=[CH:9][C:10]([O:16][CH2:17][CH2:18][NH:19][S:20]([C:23]3[CH:27]=[CH:26][N:25]([CH3:28])[CH:24]=3)(=[O:22])=[O:21])=[CH:11][CH:12]=2)[CH:7]1[CH2:29][C:30]1[CH:35]=[C:34]([F:36])[CH:33]=[C:32]([F:37])[CH:31]=1)C.[H-].[Al+3].[Li+].[H-].[H-].[H-].[OH-].[Na+].O. Product: [F:37][C:32]1[CH:31]=[C:30]([CH:35]=[C:34]([F:36])[CH:33]=1)[CH2:29][CH:7]1[C:8]2[CH:9]=[C:10]([O:16][CH2:17][CH2:18][NH:19][S:20]([C:23]3[CH:27]=[CH:26][N:25]([CH3:28])[CH:24]=3)(=[O:22])=[O:21])[CH:11]=[CH:12][C:13]=2[CH2:14][CH2:15][CH:6]1[NH:5][CH:4]=[O:3]. The catalyst class is: 54. (7) Reactant: [Br:1][C:2]1[CH:7]=[CH:6][C:5]([C:8](=O)[CH2:9][C:10](=O)[C:11]([O:13][CH2:14][CH3:15])=[O:12])=[CH:4][CH:3]=1.C1C=CC=CC=1.[CH3:24][CH:25]([N:27]1[C:31]([NH2:32])=[CH:30][CH:29]=[N:28]1)[CH3:26]. Product: [Br:1][C:2]1[CH:7]=[CH:6][C:5]([C:8]2[CH:9]=[C:10]([C:11]([O:13][CH2:14][CH3:15])=[O:12])[C:30]3[CH:29]=[N:28][N:27]([CH:25]([CH3:26])[CH3:24])[C:31]=3[N:32]=2)=[CH:4][CH:3]=1. The catalyst class is: 15. (8) Reactant: [CH2:1]([NH:5][C:6]1[CH:7]=[C:8]([C:12]2[CH:17]=[CH:16][C:15]([C:18]([F:21])([F:20])[F:19])=[CH:14][CH:13]=2)[CH:9]=[CH:10][CH:11]=1)[CH2:2][CH2:3][CH3:4].Br[CH2:23][C:24]1[CH:36]=[CH:35][C:27]([O:28][CH2:29][C:30]([O:32][CH2:33][CH3:34])=[O:31])=[C:26]([CH3:37])[CH:25]=1.C(N(CC)C(C)C)(C)C. Product: [CH2:1]([N:5]([CH2:23][C:24]1[CH:36]=[CH:35][C:27]([O:28][CH2:29][C:30]([O:32][CH2:33][CH3:34])=[O:31])=[C:26]([CH3:37])[CH:25]=1)[C:6]1[CH:7]=[C:8]([C:12]2[CH:13]=[CH:14][C:15]([C:18]([F:19])([F:20])[F:21])=[CH:16][CH:17]=2)[CH:9]=[CH:10][CH:11]=1)[CH2:2][CH2:3][CH3:4]. The catalyst class is: 10.